Dataset: Reaction yield outcomes from USPTO patents with 853,638 reactions. Task: Predict the reaction yield, written as a fraction of the theoretical maximum amount of product (1.0 means a 100% yield; for example, 0.34 means a 34% yield). (1) The reactants are Cl[C:2]1[CH:3]=[CH:4][C:5]2[N:6]([C:8]([CH2:11][NH:12][C:13](=[O:19])[O:14][C:15]([CH3:18])([CH3:17])[CH3:16])=[N:9][N:10]=2)[N:7]=1.C1(P(C2CCCCC2)C2C=CC=CC=2C2C=CC=CC=2)CCCCC1.[CH3:45][C:46]1[CH:50]=[C:49]([Sn](C)(C)C)[S:48][N:47]=1. The catalyst is C1C=CC(/C=C/C(/C=C/C2C=CC=CC=2)=O)=CC=1.C1C=CC(/C=C/C(/C=C/C2C=CC=CC=2)=O)=CC=1.C1C=CC(/C=C/C(/C=C/C2C=CC=CC=2)=O)=CC=1.[Pd].[Pd].CN(C=O)C. The product is [CH3:45][C:46]1[CH:50]=[C:49]([C:2]2[CH:3]=[CH:4][C:5]3[N:6]([C:8]([CH2:11][NH:12][C:13](=[O:19])[O:14][C:15]([CH3:18])([CH3:17])[CH3:16])=[N:9][N:10]=3)[N:7]=2)[S:48][N:47]=1. The yield is 0.300. (2) The reactants are [NH2:1][CH2:2][CH2:3][CH2:4][CH2:5][C:6]1[CH:11]=[CH:10][C:9]([S:12]([NH:15][C@@H:16]([CH:20]([CH3:22])[CH3:21])[C:17]([NH2:19])=[O:18])(=[O:14])=[O:13])=[CH:8][CH:7]=1.C(N(C(C)C)CC)(C)C.I.[NH2:33][C:34]1[C:35]([C:42]([NH:44][C:45](=[NH:48])SC)=[O:43])=[N:36][C:37]([Cl:41])=[C:38]([NH2:40])[N:39]=1. The catalyst is C(O)C. The product is [NH2:33][C:34]1[C:35]([C:42]([N:44]=[C:45]([NH2:48])[NH:1][CH2:2][CH2:3][CH2:4][CH2:5][C:6]2[CH:7]=[CH:8][C:9]([S:12]([NH:15][C@@H:16]([CH:20]([CH3:22])[CH3:21])[C:17]([NH2:19])=[O:18])(=[O:14])=[O:13])=[CH:10][CH:11]=2)=[O:43])=[N:36][C:37]([Cl:41])=[C:38]([NH2:40])[N:39]=1. The yield is 0.540.